This data is from Catalyst prediction with 721,799 reactions and 888 catalyst types from USPTO. The task is: Predict which catalyst facilitates the given reaction. (1) Reactant: [CH3:1][N:2]1[CH:6]=[CH:5][CH:4]=[C:3]1[C:7]#[N:8].[N+:9]([O-])([OH:11])=[O:10]. Product: [CH3:1][N:2]1[C:6]([N+:9]([O-:11])=[O:10])=[CH:5][CH:4]=[C:3]1[C:7]#[N:8]. The catalyst class is: 152. (2) Reactant: [C:1]([O:5][C:6]([N:8]1[CH2:13][C:12](=[O:14])[CH:11]=[C:10]([O-:15])[CH2:9]1)=[O:7])([CH3:4])([CH3:3])[CH3:2].[K+].CC(C)([O-])C.[K+].Br[CH2:24][C:25](=O)[C:26]([OH:28])=[O:27].C(O)(=O)C.C(OC(=O)C)(=O)C. Product: [C:1]([O:5][C:6]([N:8]1[CH2:9][C:10](=[O:15])[C:11]2[C:25]([C:26]([OH:28])=[O:27])=[CH:24][O:14][C:12]=2[CH2:13]1)=[O:7])([CH3:4])([CH3:2])[CH3:3]. The catalyst class is: 72. (3) Reactant: [Cl:1][C:2]1[CH:3]=[C:4]([C@@H:8]2[C@@H:13]([C:14]3[CH:19]=[CH:18][C:17]([Cl:20])=[CH:16][CH:15]=3)[N:12]([C@@H:21]([CH2:26][CH3:27])[CH2:22][CH2:23][C:24]#[N:25])[C:11](=[O:28])[C@@H:10]([CH2:29][C:30]([O:32]C(C)(C)C)=[O:31])[CH2:9]2)[CH:5]=[CH:6][CH:7]=1.FC(F)(F)C(O)=O. Product: [Cl:1][C:2]1[CH:3]=[C:4]([C@@H:8]2[C@@H:13]([C:14]3[CH:19]=[CH:18][C:17]([Cl:20])=[CH:16][CH:15]=3)[N:12]([C@@H:21]([CH2:26][CH3:27])[CH2:22][CH2:23][C:24]#[N:25])[C:11](=[O:28])[C@@H:10]([CH2:29][C:30]([OH:32])=[O:31])[CH2:9]2)[CH:5]=[CH:6][CH:7]=1. The catalyst class is: 2. (4) Reactant: [Cl:1][C:2]1[CH:3]=[CH:4][C:5]([N:32]2[CH:36]=[N:35][N:34]=[N:33]2)=[C:6]([C:8]2[CH:16]=[C:15]3[N:11]([CH:12]([C:17]4[NH:18][CH:19]=[C:20]([C:22]5[CH:30]=[CH:29][C:25]([C:26]([NH2:28])=O)=[CH:24][CH:23]=5)[N:21]=4)[CH2:13][CH2:14]3)[C:10](=[O:31])[CH:9]=2)[CH:7]=1.COC1C=CC(P2(SP(C3C=CC(OC)=CC=3)(=S)S2)=[S:46])=CC=1. The catalyst class is: 7. Product: [Cl:1][C:2]1[CH:3]=[CH:4][C:5]([N:32]2[CH:36]=[N:35][N:34]=[N:33]2)=[C:6]([C:8]2[CH:16]=[C:15]3[N:11]([CH:12]([C:17]4[NH:21][C:20]([C:22]5[CH:30]=[CH:29][C:25]([C:26](=[S:46])[NH2:28])=[CH:24][CH:23]=5)=[CH:19][N:18]=4)[CH2:13][CH2:14]3)[C:10](=[O:31])[CH:9]=2)[CH:7]=1. (5) Reactant: [OH:1][CH:2]1[CH2:7][CH2:6][CH2:5][CH:4]([N:8]([CH3:20])[C:9]([C:11]2[CH:19]=[CH:18][C:14]3=[N:15][O:16][N:17]=[C:13]3[CH:12]=2)=[O:10])[CH2:3]1.C1C=C[NH+]=CC=1.[O-][Cr](Cl)(=O)=O. Product: [CH3:20][N:8]([CH:4]1[CH2:5][CH2:6][CH2:7][C:2](=[O:1])[CH2:3]1)[C:9]([C:11]1[CH:19]=[CH:18][C:14]2=[N:15][O:16][N:17]=[C:13]2[CH:12]=1)=[O:10]. The catalyst class is: 4. (6) Reactant: [C:1]([NH:4][C:5]1[CH:14]=[CH:13][C:8]([C:9]([O:11][CH3:12])=[O:10])=[C:7]([OH:15])[CH:6]=1)(=[O:3])[CH3:2].C(NC1C=CC(C(OC)=O)=C(O)C=1)(=O)CCC.[N+:33]([O-])([OH:35])=[O:34].O. Product: [C:1]([NH:4][C:5]1[C:14]([N+:33]([O-:35])=[O:34])=[CH:13][C:8]([C:9]([O:11][CH3:12])=[O:10])=[C:7]([OH:15])[CH:6]=1)(=[O:3])[CH3:2]. The catalyst class is: 152.